The task is: Regression. Given a peptide amino acid sequence and an MHC pseudo amino acid sequence, predict their binding affinity value. This is MHC class I binding data.. This data is from Peptide-MHC class I binding affinity with 185,985 pairs from IEDB/IMGT. The MHC is HLA-B45:06 with pseudo-sequence HLA-B45:06. The peptide sequence is RRLHRLLLM. The binding affinity (normalized) is 0.213.